Task: Regression. Given a peptide amino acid sequence and an MHC pseudo amino acid sequence, predict their binding affinity value. This is MHC class I binding data.. Dataset: Peptide-MHC class I binding affinity with 185,985 pairs from IEDB/IMGT (1) The peptide sequence is GYISTRVEM. The MHC is HLA-A23:01 with pseudo-sequence HLA-A23:01. The binding affinity (normalized) is 0.349. (2) The MHC is HLA-A02:11 with pseudo-sequence HLA-A02:11. The binding affinity (normalized) is 1.00. The peptide sequence is FLADYGWRL. (3) The MHC is HLA-A68:01 with pseudo-sequence HLA-A68:01. The binding affinity (normalized) is 0.204. The peptide sequence is LILSNKLLY. (4) The peptide sequence is IVHVDHECF. The MHC is HLA-A24:02 with pseudo-sequence HLA-A24:02. The binding affinity (normalized) is 0.0847. (5) The peptide sequence is LSSLSCEGQK. The MHC is Mamu-B8301 with pseudo-sequence Mamu-B8301. The binding affinity (normalized) is 0.799. (6) The peptide sequence is YSQIGAGVY. The MHC is Mamu-A02 with pseudo-sequence Mamu-A02. The binding affinity (normalized) is 1.00. (7) The MHC is HLA-A02:01 with pseudo-sequence HLA-A02:01. The binding affinity (normalized) is 0.00717. The peptide sequence is RYLKDQQLL. (8) The peptide sequence is IEELRQHLL. The binding affinity (normalized) is 0.273. The MHC is HLA-B44:02 with pseudo-sequence HLA-B44:02. (9) The peptide sequence is YVHEGVSYEV. The MHC is HLA-A02:03 with pseudo-sequence HLA-A02:03. The binding affinity (normalized) is 0.606.